Dataset: Reaction yield outcomes from USPTO patents with 853,638 reactions. Task: Predict the reaction yield, written as a fraction of the theoretical maximum amount of product (1.0 means a 100% yield; for example, 0.34 means a 34% yield). (1) The reactants are [Br:1][C:2]1[CH:7]=[CH:6][C:5]([C:8](=NN(C)C)[C:9](=[O:14])[C:10]([F:13])([F:12])[F:11])=[CH:4][CH:3]=1.S(=O)(=O)(O)[OH:20]. No catalyst specified. The product is [Br:1][C:2]1[CH:7]=[CH:6][C:5]([C:8](=[O:20])[C:9](=[O:14])[C:10]([F:13])([F:12])[F:11])=[CH:4][CH:3]=1. The yield is 0.920. (2) The reactants are [CH2:1]([O:4][C:5]1[C:6]([C:15](=O)[CH3:16])=[CH:7][C:8]2[CH2:9][CH2:10][CH2:11][CH2:12][C:13]=2[CH:14]=1)[CH2:2][CH3:3].Cl.[NH2:19][OH:20].N1C=CC=CC=1. The catalyst is C(Cl)(Cl)Cl.CO. The product is [CH2:1]([O:4][C:5]1[C:6]([C:15](=[N:19][OH:20])[CH3:16])=[CH:7][C:8]2[CH2:9][CH2:10][CH2:11][CH2:12][C:13]=2[CH:14]=1)[CH2:2][CH3:3]. The yield is 0.940. (3) The reactants are C([BH3-])#N.[Na+].[F:5][C:6]1[CH:7]=[C:8]([CH:29]=[CH:30][C:31]=1[NH2:32])[C:9]([NH:11][C@H:12]([C:22]([O:24][C:25]([CH3:28])([CH3:27])[CH3:26])=[O:23])[CH2:13][CH2:14][C:15]([O:17][C:18]([CH3:21])([CH3:20])[CH3:19])=[O:16])=[O:10].[CH:33](=O)[C:34]1[CH:39]=[CH:38][CH:37]=[CH:36][CH:35]=1.C(O)(=O)C. The catalyst is C(O)C.CC1C(Br)=C(O)C(Br)=CC=1C1(C2C=C(Br)C(O)=C(Br)C=2C)OS(=O)(=O)C2C=CC=CC1=2. The product is [F:5][C:6]1[CH:7]=[C:8]([CH:29]=[CH:30][C:31]=1[NH:32][CH2:33][C:34]1[CH:39]=[CH:38][CH:37]=[CH:36][CH:35]=1)[C:9]([NH:11][C@H:12]([C:22]([O:24][C:25]([CH3:26])([CH3:28])[CH3:27])=[O:23])[CH2:13][CH2:14][C:15]([O:17][C:18]([CH3:19])([CH3:20])[CH3:21])=[O:16])=[O:10]. The yield is 0.660. (4) The reactants are [NH:1]1[CH2:6][CH2:5][O:4][CH2:3][CH2:2]1.[F:7][C:8]1[CH:9]=[C:10]([CH:13]=[C:14]([F:17])[C:15]=1F)[CH:11]=[O:12]. No catalyst specified. The product is [F:7][C:8]1[CH:9]=[C:10]([CH:13]=[C:14]([F:17])[C:15]=1[N:1]1[CH2:6][CH2:5][O:4][CH2:3][CH2:2]1)[CH:11]=[O:12]. The yield is 0.660.